Dataset: Forward reaction prediction with 1.9M reactions from USPTO patents (1976-2016). Task: Predict the product of the given reaction. (1) Given the reactants [CH2:1]1[C:10]2[C:5](=[CH:6][C:7]([NH:11][S:12]([C:15]3[CH:24]=[CH:23][C:22]4[C:17](=[CH:18][CH:19]=[CH:20][CH:21]=4)[CH:16]=3)(=[O:14])=[O:13])=[CH:8][CH:9]=2)[CH2:4][CH2:3][NH:2]1.C(N(C(C)C)C(C)C)C.[CH:34]1([C:37](Cl)=[O:38])[CH2:36][CH2:35]1, predict the reaction product. The product is: [CH:34]1([C:37]([N:2]2[CH2:3][CH2:4][C:5]3[C:10](=[CH:9][CH:8]=[C:7]([NH:11][S:12]([C:15]4[CH:24]=[CH:23][C:22]5[C:17](=[CH:18][CH:19]=[CH:20][CH:21]=5)[CH:16]=4)(=[O:14])=[O:13])[CH:6]=3)[CH2:1]2)=[O:38])[CH2:36][CH2:35]1. (2) Given the reactants C[O:2][CH:3]=[C:4]1[CH2:7][CH:6]([C:8]([O:10][CH3:11])=[O:9])[CH2:5]1.C(O)(C(F)(F)F)=O.O, predict the reaction product. The product is: [CH:3]([CH:4]1[CH2:7][CH:6]([C:8]([O:10][CH3:11])=[O:9])[CH2:5]1)=[O:2]. (3) Given the reactants [Cl:1][C:2]1[CH:10]=[CH:9][CH:8]=[C:7]([Cl:11])[C:3]=1[CH:4]=[N:5][OH:6].ClN1C(=O)CCC1=O.[CH:20]1([C:25](=O)[CH2:26][C:27]([O:29][CH2:30][CH3:31])=[O:28])[CH2:24][CH2:23][CH2:22][CH2:21]1.[O-]CC.[Na+].C(O)C, predict the reaction product. The product is: [CH:20]1([C:25]2[O:6][N:5]=[C:4]([C:3]3[C:2]([Cl:1])=[CH:10][CH:9]=[CH:8][C:7]=3[Cl:11])[C:26]=2[C:27]([O:29][CH2:30][CH3:31])=[O:28])[CH2:24][CH2:23][CH2:22][CH2:21]1. (4) Given the reactants [Cl:1][C:2]1[CH:3]=[CH:4][CH:5]=[C:6]2[C:10]=1[N:9]([CH3:11])[CH:8]=[C:7]2[CH:12]=O.[CH3:14][N:15]1C2C(=CC=CC=2)C(C)=C1C=O, predict the reaction product. The product is: [Cl:1][C:2]1[CH:3]=[CH:4][CH:5]=[C:6]2[C:10]=1[N:9]([CH3:11])[CH:8]=[C:7]2[CH2:12][NH:15][CH3:14].